From a dataset of Full USPTO retrosynthesis dataset with 1.9M reactions from patents (1976-2016). Predict the reactants needed to synthesize the given product. (1) Given the product [Cl:7][C:8]1[CH:30]=[CH:29][C:11]([O:12][C:13]2[CH:20]=[CH:19][C:16]([C:17]([NH2:18])=[O:2])=[CH:15][C:14]=2[C:21]2[C:22]([O:27][CH3:28])=[N:23][CH:24]=[CH:25][CH:26]=2)=[C:10]([O:31][CH3:32])[CH:9]=1, predict the reactants needed to synthesize it. The reactants are: C(=O)([O-])[O-:2].[K+].[K+].[Cl:7][C:8]1[CH:30]=[CH:29][C:11]([O:12][C:13]2[CH:20]=[CH:19][C:16]([C:17]#[N:18])=[CH:15][C:14]=2[C:21]2[C:22]([O:27][CH3:28])=[N:23][CH:24]=[CH:25][CH:26]=2)=[C:10]([O:31][CH3:32])[CH:9]=1.OO. (2) Given the product [CH3:8][CH:7]([CH3:9])[C:10](=[O:11])[CH2:15][C:16]1[O:17][C:18]([C:21]2[CH:26]=[CH:25][CH:24]=[CH:23][CH:22]=2)=[N:19][N:20]=1, predict the reactants needed to synthesize it. The reactants are: C(OCC)(=O)C.[CH:7]([C:10]1([CH2:15][C:16]2[O:17][C:18]([C:21]3[CH:26]=[CH:25][CH:24]=[CH:23][CH:22]=3)=[N:19][N:20]=2)OCC[O:11]1)([CH3:9])[CH3:8].O.C(=O)(O)[O-]. (3) Given the product [Cl:25][C:4]1[CH:3]=[C:2]([C:27]([OH:28])([CH3:29])[CH3:26])[CH:7]=[CH:6][C:5]=1[CH:8]1[S:14][CH2:13][CH2:12][NH:11][C:10]2[N:15]([CH3:24])[N:16]=[C:17]([C:18]3[CH:23]=[CH:22][CH:21]=[CH:20][N:19]=3)[C:9]1=2, predict the reactants needed to synthesize it. The reactants are: Br[C:2]1[CH:7]=[CH:6][C:5]([CH:8]2[S:14][CH2:13][CH2:12][NH:11][C:10]3[N:15]([CH3:24])[N:16]=[C:17]([C:18]4[CH:23]=[CH:22][CH:21]=[CH:20][N:19]=4)[C:9]2=3)=[C:4]([Cl:25])[CH:3]=1.[CH3:26][C:27]([CH3:29])=[O:28].CO. (4) Given the product [N:42]1[CH:43]=[CH:44][CH:45]=[CH:46][C:41]=1[C:37]1[S:36][C:35]([C:31]2[CH:30]=[N:29][CH:34]=[CH:33][CH:32]=2)=[N:39][CH:38]=1, predict the reactants needed to synthesize it. The reactants are: C1(C)C=CC=CC=1P(C1C=CC=CC=1C)C1C=CC=CC=1C.[Cl-].C([NH3+])(C)(C)C.[N:29]1[CH:34]=[CH:33][CH:32]=[C:31]([C:35]2[S:36][CH:37]=[CH:38][N:39]=2)[CH:30]=1.Br[C:41]1[CH:46]=[CH:45][CH:44]=[CH:43][N:42]=1.C(=O)([O-])[O-].[K+].[K+]. (5) Given the product [NH2:1][C:2]1[CH:3]=[CH:4][C:5]([C:9]([F:12])([F:11])[F:10])=[N:6][C:7]=1[C:13]#[N:14], predict the reactants needed to synthesize it. The reactants are: [NH2:1][C:2]1[CH:3]=[CH:4][C:5]([C:9]([F:12])([F:11])[F:10])=[N:6][C:7]=1I.[CH3:13][N:14](C=O)C. (6) The reactants are: [CH3:1][N:2]1[C:6]2[CH:7]=[CH:8][C:9]([C:11]([OH:13])=O)=[CH:10][C:5]=2[N:4]=[C:3]1[NH:14][C:15]1[S:16][C:17]2[CH:23]=[C:22]([O:24][C:25]([F:28])([F:27])[F:26])[CH:21]=[CH:20][C:18]=2[N:19]=1.[CH3:29][O:30][CH2:31][CH2:32][O:33][CH2:34][CH2:35][NH2:36].CN(C(ON1N=NC2C=CC=CC1=2)=[N+](C)C)C.F[P-](F)(F)(F)(F)F.CCN(C(C)C)C(C)C. Given the product [CH3:29][O:30][CH2:31][CH2:32][O:33][CH2:34][CH2:35][NH:36][C:11]([C:9]1[CH:8]=[CH:7][C:6]2[N:2]([CH3:1])[C:3]([NH:14][C:15]3[S:16][C:17]4[CH:23]=[C:22]([O:24][C:25]([F:27])([F:28])[F:26])[CH:21]=[CH:20][C:18]=4[N:19]=3)=[N:4][C:5]=2[CH:10]=1)=[O:13], predict the reactants needed to synthesize it.